From a dataset of Forward reaction prediction with 1.9M reactions from USPTO patents (1976-2016). Predict the product of the given reaction. (1) Given the reactants P(Cl)(Cl)(Cl)=O.[CH2:6]([O:13][C:14]1[CH:19]=[CH:18][C:17]([N:20]2[C:28]3[C:23](=[CH:24][CH:25]=[CH:26][CH:27]=3)[CH:22]=[C:21]2[CH3:29])=[CH:16][C:15]=1[F:30])[C:7]1[CH:12]=[CH:11][CH:10]=[CH:9][CH:8]=1.[OH-].[Na+].CN(C)[CH:35]=[O:36], predict the reaction product. The product is: [CH2:6]([O:13][C:14]1[CH:19]=[CH:18][C:17]([N:20]2[C:28]3[C:23](=[CH:24][CH:25]=[CH:26][CH:27]=3)[C:22]([CH:35]=[O:36])=[C:21]2[CH3:29])=[CH:16][C:15]=1[F:30])[C:7]1[CH:8]=[CH:9][CH:10]=[CH:11][CH:12]=1. (2) Given the reactants C([O:3][C:4](=[O:34])[C:5]([CH3:33])([CH3:32])[CH2:6][NH:7][C:8]([C:10]1[N:11]=[C:12]([C:30]#[N:31])[C:13]2[C:18]([C:19]=1[OH:20])=[CH:17][CH:16]=[C:15]([O:21][C:22]1[CH:27]=[CH:26][CH:25]=[CH:24][C:23]=1[CH2:28][CH3:29])[CH:14]=2)=[O:9])C.[OH-].[Na+], predict the reaction product. The product is: [C:30]([C:12]1[C:13]2[C:18](=[CH:17][CH:16]=[C:15]([O:21][C:22]3[CH:27]=[CH:26][CH:25]=[CH:24][C:23]=3[CH2:28][CH3:29])[CH:14]=2)[C:19]([OH:20])=[C:10]([C:8]([NH:7][CH2:6][C:5]([CH3:32])([CH3:33])[C:4]([OH:34])=[O:3])=[O:9])[N:11]=1)#[N:31]. (3) Given the reactants Br[C:2]1[CH:3]=[C:4]2[C:9](=[CH:10][CH:11]=1)[N:8]=[CH:7][C:6]([C:12]([CH:14]1[CH2:16][CH2:15]1)=[O:13])=[C:5]2[NH:17][C:18]1[CH:23]=[CH:22][C:21]([CH2:24][N:25]2[CH2:30][CH2:29][N:28]([CH3:31])[CH2:27][CH2:26]2)=[CH:20][CH:19]=1.[Cl:32][C:33]1[CH:38]=[C:37](B2OC(C)(C)C(C)(C)O2)[CH:36]=[C:35]([Cl:48])[C:34]=1[OH:49], predict the reaction product. The product is: [CH:14]1([C:12]([C:6]2[CH:7]=[N:8][C:9]3[C:4]([C:5]=2[NH:17][C:18]2[CH:23]=[CH:22][C:21]([CH2:24][N:25]4[CH2:26][CH2:27][N:28]([CH3:31])[CH2:29][CH2:30]4)=[CH:20][CH:19]=2)=[CH:3][C:2]([C:37]2[CH:38]=[C:33]([Cl:32])[C:34]([OH:49])=[C:35]([Cl:48])[CH:36]=2)=[CH:11][CH:10]=3)=[O:13])[CH2:15][CH2:16]1. (4) Given the reactants [OH-].[Na+].[NH:3]([C:56]([O:58][C:59]([CH3:62])([CH3:61])[CH3:60])=[O:57])[C@H:4]([C:9]([NH:11][C@H:12]([C:17]([NH:19][C@H:20]([C:36]([NH:38][C@H:39]([C:44]([NH:46][C@H:47]([C:52]([O:54]C)=[O:53])[CH2:48][CH:49]([CH3:51])[CH3:50])=[O:45])[CH2:40][CH:41]([CH3:43])[CH3:42])=[O:37])[CH2:21][CH2:22][CH2:23][CH2:24][NH:25][C:26]([O:28][CH2:29][C:30]1[CH:35]=[CH:34][CH:33]=[CH:32][CH:31]=1)=[O:27])=[O:18])[CH2:13][CH:14]([CH3:16])[CH3:15])=[O:10])[CH2:5][CH:6]([CH3:8])[CH3:7].C1COCC1.C(O)=O, predict the reaction product. The product is: [NH:3]([C:56]([O:58][C:59]([CH3:62])([CH3:61])[CH3:60])=[O:57])[C@H:4]([C:9]([NH:11][C@H:12]([C:17]([NH:19][C@H:20]([C:36]([NH:38][C@H:39]([C:44]([NH:46][C@H:47]([C:52]([OH:54])=[O:53])[CH2:48][CH:49]([CH3:50])[CH3:51])=[O:45])[CH2:40][CH:41]([CH3:42])[CH3:43])=[O:37])[CH2:21][CH2:22][CH2:23][CH2:24][NH:25][C:26]([O:28][CH2:29][C:30]1[CH:35]=[CH:34][CH:33]=[CH:32][CH:31]=1)=[O:27])=[O:18])[CH2:13][CH:14]([CH3:16])[CH3:15])=[O:10])[CH2:5][CH:6]([CH3:8])[CH3:7]. (5) Given the reactants [F:1][C:2]1[CH:7]=[CH:6][C:5]([C:8]2[C:18]([C:19]3[CH:24]=[CH:23][N:22]=[CH:21][CH:20]=3)=[C:11]3[CH:12]=[C:13]([CH2:16][OH:17])[CH:14]=[CH:15][N:10]3[N:9]=2)=[CH:4][CH:3]=1.[N:25]1[CH:30]=[CH:29][C:28]([C:31](O)=[O:32])=[CH:27][CH:26]=1.C(P(=O)(OCC)OCC)#N.C(N(CC)CC)C, predict the reaction product. The product is: [C:31]([O:17][CH2:16][C:13]1[CH:14]=[CH:15][N:10]2[N:9]=[C:8]([C:5]3[CH:4]=[CH:3][C:2]([F:1])=[CH:7][CH:6]=3)[C:18]([C:19]3[CH:20]=[CH:21][N:22]=[CH:23][CH:24]=3)=[C:11]2[CH:12]=1)(=[O:32])[C:28]1[CH:29]=[CH:30][N:25]=[CH:26][CH:27]=1. (6) Given the reactants [CH2:1]([O:3][C:4]([C:6]1[CH:7]=[N:8][C:9]2[C:14]([C:15]=1Cl)=[CH:13][C:12]([Cl:17])=[CH:11][C:10]=2[O:18][CH3:19])=[O:5])[CH3:2].[CH:20]1([NH2:25])[CH2:24][CH2:23][CH2:22][CH2:21]1, predict the reaction product. The product is: [CH2:1]([O:3][C:4]([C:6]1[CH:7]=[N:8][C:9]2[C:14]([C:15]=1[NH:25][CH:20]1[CH2:24][CH2:23][CH2:22][CH2:21]1)=[CH:13][C:12]([Cl:17])=[CH:11][C:10]=2[O:18][CH3:19])=[O:5])[CH3:2].